This data is from Reaction yield outcomes from USPTO patents with 853,638 reactions. The task is: Predict the reaction yield, written as a fraction of the theoretical maximum amount of product (1.0 means a 100% yield; for example, 0.34 means a 34% yield). (1) The reactants are [N:1]([CH:4]([C:9]1[C:14]2[N:15]3[CH2:21][CH2:20][CH2:19][N:18]([C:22]4[C:27]([Cl:28])=[CH:26][C:25]([Cl:29])=[CH:24][C:23]=4[Cl:30])[C:16]3=[N:17][C:13]=2[C:12]([Cl:31])=[CH:11][CH:10]=1)[C:5]([F:8])([F:7])[F:6])=[N+]=[N-].C1(P(C2C=CC=CC=2)C2C=CC=CC=2)C=CC=CC=1.O. The catalyst is O1CCCC1.C(OCC)(=O)C. The product is [Cl:31][C:12]1[C:13]2[N:17]=[C:16]3[N:18]([C:22]4[C:27]([Cl:28])=[CH:26][C:25]([Cl:29])=[CH:24][C:23]=4[Cl:30])[CH2:19][CH2:20][CH2:21][N:15]3[C:14]=2[C:9]([CH:4]([NH2:1])[C:5]([F:6])([F:7])[F:8])=[CH:10][CH:11]=1. The yield is 0.950. (2) The reactants are Br[C:2]1[S:6][C:5]([NH:7][C:8](=[O:17])[C:9]2[C:14]([F:15])=[CH:13][CH:12]=[CH:11][C:10]=2[F:16])=[N:4][C:3]=1[CH3:18].[CH3:19][C:20]1[CH:25]=[CH:24][C:23]([C:26]2[O:27][CH:28]=[CH:29][N:30]=2)=[CH:22][C:21]=1B1OC(C)(C)C(C)(C)O1.C([O-])(O)=O.[Na+].C1(P(C2C=CC=CC=2)CCCCP(C2C=CC=CC=2)C2C=CC=CC=2)C=CC=CC=1. The catalyst is C1(C)C=CC=CC=1.C1C=CC(C#N)=CC=1.C1C=CC(C#N)=CC=1.Cl[Pd]Cl. The product is [F:16][C:10]1[CH:11]=[CH:12][CH:13]=[C:14]([F:15])[C:9]=1[C:8]([NH:7][C:5]1[S:6][C:2]([C:21]2[CH:22]=[C:23]([C:26]3[O:27][CH:28]=[CH:29][N:30]=3)[CH:24]=[CH:25][C:20]=2[CH3:19])=[C:3]([CH3:18])[N:4]=1)=[O:17]. The yield is 0.270. (3) The reactants are [F:1][C:2]1([F:17])[O:6][C:5]2[CH:7]=[CH:8][C:9]([C:11]3([C:14]([OH:16])=O)[CH2:13][CH2:12]3)=[CH:10][C:4]=2[O:3]1.S(Cl)(Cl)=O.[CH3:22][C:23]1[CH:24]=[CH:25][C:26]([NH2:29])=[N:27][CH:28]=1.C(N(CC)CC)C. The catalyst is ClCCl.CN(C)C=O. The product is [F:17][C:2]1([F:1])[O:6][C:5]2[CH:7]=[CH:8][C:9]([C:11]3([C:14]([NH:29][C:26]4[CH:25]=[CH:24][C:23]([CH3:22])=[CH:28][N:27]=4)=[O:16])[CH2:12][CH2:13]3)=[CH:10][C:4]=2[O:3]1. The yield is 0.487. (4) The yield is 0.0600. No catalyst specified. The reactants are [NH2:1][C:2]1[C:7]([NH2:8])=[C:6]([NH:9][C@@H:10]2[C@@H:15]3[CH2:16][C@@H:12]([CH:13]=[CH:14]3)[C@@H:11]2[C:17]([NH2:19])=[O:18])[C:5]([Cl:20])=[CH:4][N:3]=1.[N:21]1[CH:26]=[CH:25][CH:24]=[C:23]([CH:27]=O)[CH:22]=1.C([O-])(=O)C.[NH4+]. The product is [Cl:20][C:5]1[C:6]([NH:9][C@@H:10]2[C@@H:15]3[CH2:16][C@@H:12]([CH:13]=[CH:14]3)[C@@H:11]2[C:17]([NH2:19])=[O:18])=[C:7]2[N:8]=[C:27]([C:23]3[CH:22]=[N:21][CH:26]=[CH:25][CH:24]=3)[NH:1][C:2]2=[N:3][CH:4]=1. (5) The reactants are Br[C:2]1[C:3](Cl)=[N:4][CH:5]=[N:6][C:7]=1Cl.[C:10]1(B(O)O)[CH:15]=[CH:14][CH:13]=[CH:12][CH:11]=1.C(=O)([O-])[O-].[Na+].[Na+]. The catalyst is C1C=CC(P(C2C=CC=CC=2)C2C=CC=CC=2)=CC=1.C1C=CC(P(C2C=CC=CC=2)C2C=CC=CC=2)=CC=1.Cl[Pd]Cl.C(#N)C.O. The product is [C:10]1([C:3]2[C:2]([C:10]3[CH:15]=[CH:14][CH:13]=[CH:12][CH:11]=3)=[C:7]([C:10]3[CH:15]=[CH:14][CH:13]=[CH:12][CH:11]=3)[N:6]=[CH:5][N:4]=2)[CH:15]=[CH:14][CH:13]=[CH:12][CH:11]=1. The yield is 0.460.